Dataset: CYP2D6 inhibition data for predicting drug metabolism from PubChem BioAssay. Task: Regression/Classification. Given a drug SMILES string, predict its absorption, distribution, metabolism, or excretion properties. Task type varies by dataset: regression for continuous measurements (e.g., permeability, clearance, half-life) or binary classification for categorical outcomes (e.g., BBB penetration, CYP inhibition). Dataset: cyp2d6_veith. The drug is COc1ccc(NC(=O)CN2C(=O)c3cccc4cccc2c34)c(OC)c1. The result is 0 (non-inhibitor).